This data is from Full USPTO retrosynthesis dataset with 1.9M reactions from patents (1976-2016). The task is: Predict the reactants needed to synthesize the given product. (1) Given the product [O:21]([C:28]1[CH:29]=[CH:30][C:31]([C:32]([NH:6][C:7]2[CH:20]=[CH:19][C:10]([CH2:11][N:12]3[C:16](=[O:17])[CH2:15][S:14][C:13]3=[O:18])=[CH:9][CH:8]=2)=[O:33])=[CH:35][CH:36]=1)[C:22]1[CH:23]=[CH:24][CH:25]=[CH:26][CH:27]=1, predict the reactants needed to synthesize it. The reactants are: P(Cl)(Cl)(Cl)=O.[NH2:6][C:7]1[CH:20]=[CH:19][C:10]([CH2:11][N:12]2[C:16](=[O:17])[CH2:15][S:14][C:13]2=[O:18])=[CH:9][CH:8]=1.[O:21]([C:28]1[CH:36]=[CH:35][C:31]([C:32](O)=[O:33])=[CH:30][CH:29]=1)[C:22]1[CH:27]=[CH:26][CH:25]=[CH:24][CH:23]=1.N1C=CC=CC=1.Cl. (2) Given the product [NH:1]1[C:9]2[C:4](=[CH:5][CH:6]=[C:7]3[O:12][CH2:11][CH2:10][C:8]3=2)[CH:3]=[CH:2]1, predict the reactants needed to synthesize it. The reactants are: [NH:1]1[C:9]2[C:4](=[CH:5][CH:6]=[C:7]3[O:12][CH2:11][CH2:10][C:8]3=2)[CH:3]=[C:2]1C(O)=O.O1C2C=C3C(CCN3)=CC=2C=C1C(O)=O.CCCCCCC. (3) Given the product [Cl:42][C:39]1[CH:40]=[CH:41][C:36]([C:34]([C:33]2[O:25][C:24]3[CH:23]=[CH:22][C:21]([CH2:26][C:27]([NH:10][C@H:9]([C:3]4[CH:4]=[CH:5][C:6]([CH3:8])=[CH:7][C:2]=4[CH3:1])[C:11]4[CH:16]=[CH:15][CH:14]=[CH:13][CH:12]=4)=[O:28])=[CH:20][C:19]=3[CH:17]=2)=[O:35])=[CH:37][CH:38]=1, predict the reactants needed to synthesize it. The reactants are: [CH3:1][C:2]1[CH:7]=[C:6]([CH3:8])[CH:5]=[CH:4][C:3]=1[C@H:9]([C:11]1[CH:16]=[CH:15][CH:14]=[CH:13][CH:12]=1)[NH2:10].[CH:17]([C:19]1[CH:20]=[C:21]([CH2:26][C:27](OCC)=[O:28])[CH:22]=[CH:23][C:24]=1[OH:25])=O.Br[CH2:33][C:34]([C:36]1[CH:41]=[CH:40][C:39]([Cl:42])=[CH:38][CH:37]=1)=[O:35].C(OCC#N)(C)C.CC1C=C(C)C=CC=1C(N)COC(C)C. (4) Given the product [Cl:1][C:2]1[CH:7]=[CH:6][C:5]([S:8][CH2:9][C:10]2[CH:11]=[CH:12][C:13]([C:14]([NH:41][CH2:40][C:39]([O:38][C:34]([CH3:37])([CH3:36])[CH3:35])=[O:42])=[O:15])=[CH:17][CH:18]=2)=[C:4]([NH:19][S:20]([C:23]2[CH:28]=[CH:27][C:26]([Cl:29])=[C:25]([C:30]([F:31])([F:32])[F:33])[CH:24]=2)(=[O:21])=[O:22])[CH:3]=1, predict the reactants needed to synthesize it. The reactants are: [Cl:1][C:2]1[CH:7]=[CH:6][C:5]([S:8][CH2:9][C:10]2[CH:18]=[CH:17][C:13]([C:14](O)=[O:15])=[CH:12][CH:11]=2)=[C:4]([NH:19][S:20]([C:23]2[CH:28]=[CH:27][C:26]([Cl:29])=[C:25]([C:30]([F:33])([F:32])[F:31])[CH:24]=2)(=[O:22])=[O:21])[CH:3]=1.[C:34]([O:38][C:39](=[O:42])[CH2:40][NH2:41])([CH3:37])([CH3:36])[CH3:35].CN1CCOCC1.C(Cl)CCl. (5) Given the product [CH2:23]([N:13]1[C:12]([S:11][C:3]2[C:2]([I:1])=[CH:10][C:6]3[O:7][CH2:8][O:9][C:5]=3[CH:4]=2)=[N:20][C:19]2[C:14]1=[N:15][CH:16]=[N:17][C:18]=2[NH2:21])[CH2:24][CH2:25][CH3:26], predict the reactants needed to synthesize it. The reactants are: [I:1][C:2]1[C:3]([S:11][C:12]2[NH:13][C:14]3[C:19]([N:20]=2)=[C:18]([NH2:21])[N:17]=[CH:16][N:15]=3)=[CH:4][C:5]2[O:9][CH2:8][O:7][C:6]=2[CH:10]=1.O.[CH2:23](OS(C1C=CC(C)=CC=1)(=O)=O)[CH2:24][CH2:25][CH3:26].C([O-])([O-])=O.[Cs+].[Cs+]. (6) Given the product [NH2:17][C:14]1[CH:15]=[N:16][C:2]([CH3:1])=[C:3]([CH:13]=1)[C:4]([NH:6][C:7]1[CH:12]=[CH:11][CH:10]=[CH:9][CH:8]=1)=[O:5], predict the reactants needed to synthesize it. The reactants are: [CH3:1][C:2]1[N:16]=[CH:15][C:14]([N+:17]([O-])=O)=[CH:13][C:3]=1[C:4]([NH:6][C:7]1[CH:12]=[CH:11][CH:10]=[CH:9][CH:8]=1)=[O:5]. (7) Given the product [N:12]1[C:13]2[C:8](=[N:7][CH:6]=[CH:5][CH:14]=2)[C:9]([O:15][C:16]2[CH:17]=[CH:18][C:19]([NH:22][C:23]3[C:32]4[C:27](=[CH:28][CH:29]=[CH:30][CH:31]=4)[C:26]([C:33]4[CH:34]=[CH:35][CH:36]=[CH:37][CH:38]=4)=[N:25][N:24]=3)=[CH:20][CH:21]=2)=[CH:10][CH:11]=1, predict the reactants needed to synthesize it. The reactants are: C[O-].[Na+].Br[C:5]1[CH:14]=[C:13]2[C:8]([C:9]([O:15][C:16]3[CH:21]=[CH:20][C:19]([NH:22][C:23]4[C:32]5[C:27](=[CH:28][CH:29]=[CH:30][CH:31]=5)[C:26]([C:33]5[CH:38]=[CH:37][CH:36]=[CH:35][CH:34]=5)=[N:25][N:24]=4)=[CH:18][CH:17]=3)=[CH:10][CH:11]=[N:12]2)=[N:7][CH:6]=1. (8) Given the product [C:30]([S:10][CH:3]([C:1]#[N:2])[CH2:4][C:5]([O:7][CH2:8][CH3:9])=[O:6])(=[O:31])[CH3:29], predict the reactants needed to synthesize it. The reactants are: [C:1](/[CH:3]=[CH:4]\[C:5]([O:7][CH2:8][CH3:9])=[O:6])#[N:2].[S:10]1C=CC=C1CC(O)=O.CCN(C(C)C)C(C)C.C1C[O:31][CH2:30][CH2:29]1.